Dataset: Forward reaction prediction with 1.9M reactions from USPTO patents (1976-2016). Task: Predict the product of the given reaction. (1) Given the reactants I[C:2]1[CH:7]=[CH:6][C:5]([N+:8]([O-:10])=[O:9])=[CH:4][CH:3]=1.[N:11]1([CH2:17][CH2:18][NH2:19])[CH2:16][CH2:15][O:14][CH2:13][CH2:12]1, predict the reaction product. The product is: [N:11]1([CH2:17][CH2:18][NH:19][C:2]2[CH:7]=[CH:6][C:5]([N+:8]([O-:10])=[O:9])=[CH:4][CH:3]=2)[CH2:16][CH2:15][O:14][CH2:13][CH2:12]1. (2) Given the reactants [F:1][C:2]1([CH3:22])[CH2:7][C:6]([F:9])([F:8])[C@:5]([C:11]2[CH:16]=[C:15]([N+:17]([O-])=O)[CH:14]=[CH:13][C:12]=2[F:20])([CH3:10])[NH:4][C:3]1=[O:21].C([O-])=O.[NH4+], predict the reaction product. The product is: [NH2:17][C:15]1[CH:14]=[CH:13][C:12]([F:20])=[C:11]([C@@:5]2([CH3:10])[NH:4][C:3](=[O:21])[C:2]([F:1])([CH3:22])[CH2:7][C:6]2([F:9])[F:8])[CH:16]=1. (3) The product is: [F:1][C:2]1[CH:7]=[CH:6][C:5]([C:8]2[C:9]([C:10]([C:12]3[N:17]=[C:16]([C:18]([O:20][CH3:21])=[O:19])[CH:15]=[CH:14][CH:13]=3)=[O:11])=[C:47]3[CH:46]=[CH:45][C:44]([O:48][CH3:49])=[CH:43][N:42]3[N:41]=2)=[CH:4][CH:3]=1. Given the reactants [F:1][C:2]1[CH:7]=[CH:6][C:5]([C:8]#[C:9][C:10]([C:12]2[N:17]=[C:16]([C:18]([O:20][CH3:21])=[O:19])[CH:15]=[CH:14][CH:13]=2)=[O:11])=[CH:4][CH:3]=1.O1CCOCC1.CC1C=C(C)C=C(C)C=1S([O-])(=O)=O.[NH2:41][N+:42]1[CH:47]=[CH:46][CH:45]=[C:44]([O:48][CH3:49])[CH:43]=1.C(=O)([O-])[O-].[K+].[K+], predict the reaction product.